From a dataset of HIV replication inhibition screening data with 41,000+ compounds from the AIDS Antiviral Screen. Binary Classification. Given a drug SMILES string, predict its activity (active/inactive) in a high-throughput screening assay against a specified biological target. (1) The molecule is CCCCOC(=O)Oc1cc2c(c(OC)c1OC)-c1ccc(SC)c(=O)cc1C(NC(C)=O)CC2. The result is 0 (inactive). (2) The drug is CC1=NN(c2ccccc2)C(=O)C1N=Nc1ccc(Br)cc1C. The result is 0 (inactive). (3) The molecule is COc1ccc(C(c2c(O)c3ccccc3oc2=O)N2CCOCC2)c(OC)c1. The result is 0 (inactive). (4) The molecule is O=C(O)c1ccccc1C(=O)NC(Cc1ccccc1)(C(=O)O)C(=O)O. The result is 0 (inactive). (5) The compound is COC(=O)NC1(NC(=O)OC)NC(=O)c2ccccc2N1. The result is 0 (inactive). (6) The drug is COCc1c(CO)cnc(C)c1OC1OC(CO)C(O)C(O)C1O. The result is 0 (inactive). (7) The drug is O=NC1C(=O)NC(=O)NC1=O. The result is 0 (inactive). (8) The molecule is [O-][Cl+3]([O-])([O-])O.c1ccc(N=c2nc(N3CCOCC3)ss2)cc1. The result is 0 (inactive). (9) The molecule is O=S(=O)(OCCSS(=O)(=O)c1ccccc1)c1ccccc1. The result is 0 (inactive).